This data is from Forward reaction prediction with 1.9M reactions from USPTO patents (1976-2016). The task is: Predict the product of the given reaction. Given the reactants [Cl:1][C:2]1[CH:3]=[C:4]2[C:9](=[CH:10][C:11]=1[O:12][CH3:13])[N:8]=[C:7]([O:14]C)[C:6]([C@@H:16]([NH:18][S@@](C(C)(C)C)=O)[CH3:17])=[CH:5]2.Cl, predict the reaction product. The product is: [ClH:1].[NH2:18][C@H:16]([C:6]1[C:7](=[O:14])[NH:8][C:9]2[C:4]([CH:5]=1)=[CH:3][C:2]([Cl:1])=[C:11]([O:12][CH3:13])[CH:10]=2)[CH3:17].